From a dataset of Forward reaction prediction with 1.9M reactions from USPTO patents (1976-2016). Predict the product of the given reaction. (1) The product is: [Br:16][CH:9]([C:3]1[CH:4]=[C:5]([F:8])[CH:6]=[CH:7][C:2]=1[Cl:1])[C:10]([F:13])([F:12])[F:11]. Given the reactants [Cl:1][C:2]1[CH:7]=[CH:6][C:5]([F:8])=[CH:4][C:3]=1[CH:9](O)[C:10]([F:13])([F:12])[F:11].P(Br)(Br)[Br:16].[OH-].[Na+], predict the reaction product. (2) Given the reactants [CH:1]([C:3]1[CH:20]=[CH:19][CH:18]=[C:17]([CH3:21])[C:4]=1[C:5]([N:7]([CH2:11][C:12]([O:14][CH2:15][CH3:16])=[O:13])[CH:8]([CH3:10])[CH3:9])=[O:6])=O.C(=O)([O-])[O-].[Cs+].[Cs+], predict the reaction product. The product is: [CH:8]([N:7]1[C:11]([C:12]([O:14][CH2:15][CH3:16])=[O:13])=[CH:1][C:3]2[C:4](=[C:17]([CH3:21])[CH:18]=[CH:19][CH:20]=2)[C:5]1=[O:6])([CH3:10])[CH3:9]. (3) Given the reactants [CH3:1][C:2]1[C:6]([C:7]([OH:9])=[O:8])=[CH:5][NH:4][N:3]=1.S(=O)(=O)(O)O.C([O-])(O)=O.[Na+].[CH2:20](O)[CH3:21], predict the reaction product. The product is: [CH3:1][C:2]1[C:6]([C:7]([O:9][CH2:20][CH3:21])=[O:8])=[CH:5][NH:4][N:3]=1. (4) Given the reactants [O:1]=[C:2]1[C:6]2([CH2:11][CH2:10][NH:9][CH2:8][CH2:7]2)[N:5]([C:12]2[CH:17]=[CH:16][CH:15]=[CH:14][CH:13]=2)[CH2:4][N:3]1[CH2:18][C:19]1[CH:31]=[CH:30][C:22]([C:23]([O:25][C:26]([CH3:29])([CH3:28])[CH3:27])=[O:24])=[CH:21][CH:20]=1.Cl[CH2:33][CH2:34][CH2:35][N:36]1[C:44]2[C:39](=[CH:40][CH:41]=[CH:42][CH:43]=2)[C:38]([CH3:46])([CH3:45])[C:37]1=[O:47].[I-].[Na+].C(=O)([O-])[O-].[K+].[K+], predict the reaction product. The product is: [CH3:46][C:38]1([CH3:45])[C:39]2[C:44](=[CH:43][CH:42]=[CH:41][CH:40]=2)[N:36]([CH2:35][CH2:34][CH2:33][N:9]2[CH2:10][CH2:11][C:6]3([N:5]([C:12]4[CH:17]=[CH:16][CH:15]=[CH:14][CH:13]=4)[CH2:4][N:3]([CH2:18][C:19]4[CH:20]=[CH:21][C:22]([C:23]([O:25][C:26]([CH3:28])([CH3:27])[CH3:29])=[O:24])=[CH:30][CH:31]=4)[C:2]3=[O:1])[CH2:7][CH2:8]2)[C:37]1=[O:47]. (5) The product is: [CH3:15][N:6]1[C:7]2[C:12](=[CH:11][CH:10]=[CH:9][CH:8]=2)[C:4]([C:1](=[O:3])[CH3:2])=[CH:5]1. Given the reactants [C:1]([C:4]1[C:12]2[C:7](=[CH:8][CH:9]=[CH:10][CH:11]=2)[NH:6][CH:5]=1)(=[O:3])[CH3:2].[H-].[Na+].[CH3:15]I, predict the reaction product. (6) Given the reactants C[Si]([N-][Si](C)(C)C)(C)C.[Li+].[CH3:11][C:12]1[CH:17]=[CH:16][N:15]=[CH:14][N:13]=1.[O:18]1[CH:22]=[CH:21][CH:20]=[C:19]1[C:23](OCC)=[O:24].CCCCCC, predict the reaction product. The product is: [O:18]1[CH:22]=[CH:21][CH:20]=[C:19]1[C:23](=[O:24])[CH2:11][C:12]1[CH:17]=[CH:16][N:15]=[CH:14][N:13]=1.